Dataset: Full USPTO retrosynthesis dataset with 1.9M reactions from patents (1976-2016). Task: Predict the reactants needed to synthesize the given product. (1) Given the product [C:8]([C:2]([CH3:24])([CH2:1][CH2:14][CH2:15][CH2:16][CH2:17][C:18]([O:20][CH2:21][CH3:22])=[O:19])[C:3]([O:5][CH2:6][CH3:7])=[O:4])(=[O:9])[CH3:10], predict the reactants needed to synthesize it. The reactants are: [CH3:1][CH:2]([C:8]([CH3:10])=[O:9])[C:3]([O:5][CH2:6][CH3:7])=[O:4].[H-].[Na+].Br[CH:14](C)[CH2:15][CH2:16][CH2:17][C:18]([O:20][CH2:21][CH3:22])=[O:19].[C:24]1(C)C=CC=CC=1. (2) Given the product [Br:1][C:2]1[CH:7]=[CH:6][C:5]([N:8]2[C:16]3[C:15]4[CH:17]=[C:18]([N+:21]([O-:23])=[O:22])[CH:19]=[CH:20][C:14]=4[CH2:13][CH2:12][C:11]=3[C:10]([C:24]([OH:26])=[O:25])=[N:9]2)=[CH:4][CH:3]=1, predict the reactants needed to synthesize it. The reactants are: [Br:1][C:2]1[CH:7]=[CH:6][C:5]([N:8]2[C:16]3[C:15]4[CH:17]=[C:18]([N+:21]([O-:23])=[O:22])[CH:19]=[CH:20][C:14]=4[CH2:13][CH2:12][C:11]=3[C:10]([C:24]([O:26]CC)=[O:25])=[N:9]2)=[CH:4][CH:3]=1.[OH-].[Na+].Cl. (3) Given the product [F:25][C:26]([F:28])([F:27])[CH:23]([C:20]1[CH:21]=[CH:22][C:15]2[O:14][CH2:13][CH2:12][C:11]3[S:10][C:9]([C:8]4[N:4]([CH:1]([CH3:3])[CH3:2])[N:5]=[CH:6][N:7]=4)=[N:18][C:17]=3[C:16]=2[CH:19]=1)[OH:24], predict the reactants needed to synthesize it. The reactants are: [CH:1]([N:4]1[C:8]([C:9]2[S:10][C:11]3[CH2:12][CH2:13][O:14][C:15]4[CH:22]=[CH:21][C:20]([CH:23]=[O:24])=[CH:19][C:16]=4[C:17]=3[N:18]=2)=[N:7][CH:6]=[N:5]1)([CH3:3])[CH3:2].[F:25][C:26]([Si](C)(C)C)([F:28])[F:27].CCCC[N+](CCCC)(CCCC)CCCC.[F-]. (4) Given the product [CH3:13][O:12][CH2:11][O:10][C:3]1[CH:4]=[C:5]([CH:8]=[CH:9][C:2]=1[N:14]1[CH2:19][CH2:18][O:17][CH2:16][CH2:15]1)[CH:6]=[O:7], predict the reactants needed to synthesize it. The reactants are: F[C:2]1[CH:9]=[CH:8][C:5]([CH:6]=[O:7])=[CH:4][C:3]=1[O:10][CH2:11][O:12][CH3:13].[NH:14]1[CH2:19][CH2:18][O:17][CH2:16][CH2:15]1.C(=O)([O-])[O-].[K+].[K+].C(=O)([O-])O.[Na+].